Task: Predict the product of the given reaction.. Dataset: Forward reaction prediction with 1.9M reactions from USPTO patents (1976-2016) (1) Given the reactants Cl[C:2]1[CH:7]=[C:6]([C:8]2[CH:13]=[CH:12][C:11]([C:14]([F:17])([F:16])[F:15])=[CH:10][CH:9]=2)[N:5]=[CH:4][N:3]=1.[CH3:18][O:19][C:20]1[CH:21]=[C:22]([OH:26])[CH:23]=[CH:24][CH:25]=1.[H-].[Na+], predict the reaction product. The product is: [CH3:18][O:19][C:20]1[CH:21]=[C:22]([CH:23]=[CH:24][CH:25]=1)[O:26][C:2]1[CH:7]=[C:6]([C:8]2[CH:13]=[CH:12][C:11]([C:14]([F:17])([F:16])[F:15])=[CH:10][CH:9]=2)[N:5]=[CH:4][N:3]=1. (2) Given the reactants [CH:1]1([C:5]2[CH:10]=[CH:9][C:8]([C:11]3[N:12]=[CH:13][C:14]([NH2:17])=[N:15][CH:16]=3)=[C:7]([F:18])[C:6]=2[O:19][CH2:20][CH:21]2[CH2:26][CH2:25][NH:24][CH2:23][CH2:22]2)[CH2:4][CH2:3][CH2:2]1.[CH3:27][S:28](Cl)(=[O:30])=[O:29], predict the reaction product. The product is: [CH:1]1([C:5]2[CH:10]=[CH:9][C:8]([C:11]3[N:12]=[CH:13][C:14]([NH2:17])=[N:15][CH:16]=3)=[C:7]([F:18])[C:6]=2[O:19][CH2:20][CH:21]2[CH2:22][CH2:23][N:24]([S:28]([CH3:27])(=[O:30])=[O:29])[CH2:25][CH2:26]2)[CH2:2][CH2:3][CH2:4]1. (3) Given the reactants [Br:1][CH2:2][CH2:3][CH2:4]Br.[F:6][C:7]1[CH:8]=[CH:9][C:10]([CH2:33][CH2:34][C:35]2[CH:40]=[CH:39][C:38]([OH:41])=[CH:37][C:36]=2[CH3:42])=[C:11]([C:13]2[N:18]=[C:17]([N:19]3[C:23]([C:24]([F:27])([F:26])[F:25])=[C:22]([C:28]([O:30][CH2:31][CH3:32])=[O:29])[CH:21]=[N:20]3)[CH:16]=[CH:15][CH:14]=2)[CH:12]=1.C([O-])([O-])=O.[Cs+].[Cs+], predict the reaction product. The product is: [Br:1][CH2:2][CH2:3][CH2:4][O:41][C:38]1[CH:39]=[CH:40][C:35]([CH2:34][CH2:33][C:10]2[CH:9]=[CH:8][C:7]([F:6])=[CH:12][C:11]=2[C:13]2[N:18]=[C:17]([N:19]3[C:23]([C:24]([F:27])([F:26])[F:25])=[C:22]([C:28]([O:30][CH2:31][CH3:32])=[O:29])[CH:21]=[N:20]3)[CH:16]=[CH:15][CH:14]=2)=[C:36]([CH3:42])[CH:37]=1. (4) Given the reactants [N:1]1([C:7]2[C:8]3[N:22]=[N:21][N:20]([CH2:23][CH2:24][N:25]4[CH2:30][CH2:29][NH:28][CH2:27][CH2:26]4)[C:9]=3[N:10]=[C:11]([C:13]3[CH:14]=[C:15]([OH:19])[CH:16]=[CH:17][CH:18]=3)[N:12]=2)[CH2:6][CH2:5][O:4][CH2:3][CH2:2]1.CCN(CC)CC.[F:38][C:39]1[CH:40]=[C:41]([CH:45]=[CH:46][C:47]=1[F:48])[C:42](Cl)=[O:43], predict the reaction product. The product is: [F:38][C:39]1[CH:40]=[C:41]([CH:45]=[CH:46][C:47]=1[F:48])[C:42]([N:28]1[CH2:27][CH2:26][N:25]([CH2:24][CH2:23][N:20]2[C:9]3[N:10]=[C:11]([C:13]4[CH:14]=[C:15]([OH:19])[CH:16]=[CH:17][CH:18]=4)[N:12]=[C:7]([N:1]4[CH2:2][CH2:3][O:4][CH2:5][CH2:6]4)[C:8]=3[N:22]=[N:21]2)[CH2:30][CH2:29]1)=[O:43]. (5) Given the reactants C([O:5][C:6]([NH:8][C@@H:9]([CH2:13][C:14]1[CH:19]=[CH:18][CH:17]=[CH:16][CH:15]=1)[C@@H:10]1[O:12][CH2:11]1)=[O:7])(C)(C)C.O.C1(C)C=CC(S(O)(=O)=O)=CC=1, predict the reaction product. The product is: [CH2:13]([C@H:9]1[C@H:10]([CH2:11][OH:12])[O:5][C:6](=[O:7])[NH:8]1)[C:14]1[CH:15]=[CH:16][CH:17]=[CH:18][CH:19]=1. (6) Given the reactants [CH2:1]([N:8]([CH2:12]OC)[CH2:9]OC)[C:2]1[CH:7]=[CH:6][CH:5]=[CH:4][CH:3]=1.[C:15]1(=[O:20])[CH2:19][CH2:18][CH2:17][CH2:16]1.C[Si](Cl)(C)C, predict the reaction product. The product is: [CH2:1]([N:8]1[CH2:9][CH:19]2[C:15](=[O:20])[CH:16]([CH2:17][CH2:18]2)[CH2:12]1)[C:2]1[CH:3]=[CH:4][CH:5]=[CH:6][CH:7]=1. (7) Given the reactants [OH:1][C:2]1[CH:3]=[C:4]2[C:9](=[CH:10][CH:11]=1)[CH:8]=[C:7]([C@:12]1([CH3:18])[CH2:16][O:15][C:14](=[O:17])[NH:13]1)[CH:6]=[CH:5]2.[CH:19]1(O)[CH2:24][CH2:23][CH2:22][CH2:21][CH2:20]1.[C:26]1(P([C:26]2[CH:31]=CC=[CH:28][CH:27]=2)[C:26]2[CH:31]=CC=[CH:28][CH:27]=2)[CH:31]=CC=[CH:28][CH:27]=1.O1CCCC1.N(C(OC(C)C)=O)=NC(OC(C)C)=O, predict the reaction product. The product is: [CH:26]([CH:19]1[CH2:24][CH2:23][CH:22]([O:1][C:2]2[CH:3]=[C:4]3[C:9](=[CH:10][CH:11]=2)[CH:8]=[C:7]([C@:12]2([CH3:18])[CH2:16][O:15][C:14](=[O:17])[NH:13]2)[CH:6]=[CH:5]3)[CH2:21][CH2:20]1)([CH2:27][CH3:28])[CH3:31]. (8) Given the reactants [Cl:1][C:2]1[C:10]2[N:9]=[N:8][N:7]([CH2:11][CH:12]3[CH2:14][CH2:13]3)[C:6]=2[CH:5]=[CH:4][C:3]=1[C:15]1[CH:22]=[CH:21][C:18]([CH:19]=O)=[CH:17][CH:16]=1.Cl.[NH2:24][CH2:25][C:26]([O:28][CH2:29][CH3:30])=[O:27].C(O)(=O)C.C(O[BH-](OC(=O)C)OC(=O)C)(=O)C.[Na+], predict the reaction product. The product is: [Cl:1][C:2]1[C:10]2[N:9]=[N:8][N:7]([CH2:11][CH:12]3[CH2:13][CH2:14]3)[C:6]=2[CH:5]=[CH:4][C:3]=1[C:15]1[CH:16]=[CH:17][C:18]([CH2:19][NH:24][CH2:25][C:26]([O:28][CH2:29][CH3:30])=[O:27])=[CH:21][CH:22]=1.